Predict which catalyst facilitates the given reaction. From a dataset of Catalyst prediction with 721,799 reactions and 888 catalyst types from USPTO. (1) Reactant: Br[C:2]1[CH:7]=[CH:6][CH:5]=[CH:4][CH:3]=1.C([O-])([O-])=O.[K+].[K+].[C:14]1(B(O)O)[CH:19]=[CH:18][CH:17]=[CH:16][CH:15]=1.O. Product: [C:2]1([C:14]2[CH:19]=[CH:18][CH:17]=[CH:16][CH:15]=2)[CH:7]=[CH:6][CH:5]=[CH:4][CH:3]=1. The catalyst class is: 7. (2) Reactant: Cl.[CH3:2][O:3][C:4]1[CH:27]=[CH:26][C:7]([C:8]([CH:10]2[CH2:15][CH2:14][N:13]([CH:16]3[CH2:20][CH2:19][N:18]([CH2:21][C:22](=[NH:24])[NH2:23])[C:17]3=[O:25])[CH2:12][CH2:11]2)=[O:9])=[CH:6][CH:5]=1.O=[C:29]1[CH2:33][CH2:32][CH2:31][CH:30]1[C:34](OC)=[O:35].[O-]CC.[Na+]. Product: [CH3:2][O:3][C:4]1[CH:5]=[CH:6][C:7]([C:8]([CH:10]2[CH2:15][CH2:14][N:13]([CH:16]3[CH2:20][CH2:19][N:18]([CH2:21][C:22]4[NH:23][C:34](=[O:35])[C:30]5[CH2:31][CH2:32][CH2:33][C:29]=5[N:24]=4)[C:17]3=[O:25])[CH2:12][CH2:11]2)=[O:9])=[CH:26][CH:27]=1. The catalyst class is: 8. (3) Reactant: [CH:1]1([C:4]#[C:5][C:6]2[O:10][N:9]=[C:8]([CH2:11][OH:12])[CH:7]=2)[CH2:3][CH2:2]1.CC(OI1(OC(C)=O)(OC(C)=O)OC(=O)C2C=CC=CC1=2)=O. Product: [CH:1]1([C:4]#[C:5][C:6]2[O:10][N:9]=[C:8]([CH:11]=[O:12])[CH:7]=2)[CH2:3][CH2:2]1. The catalyst class is: 4. (4) Reactant: [CH3:1][O:2][C:3](=[O:11])[C:4]1[CH:9]=[CH:8][CH:7]=[N:6][C:5]=1Cl.[F:12][C:13]1[CH:18]=[C:17]([F:19])[CH:16]=[CH:15][C:14]=1B(O)O.C([O-])([O-])=O.[Na+].[Na+].O. Product: [CH3:1][O:2][C:3](=[O:11])[C:4]1[CH:9]=[CH:8][CH:7]=[N:6][C:5]=1[C:16]1[CH:15]=[CH:14][C:13]([F:12])=[CH:18][C:17]=1[F:19]. The catalyst class is: 176. (5) Reactant: [CH2:1]([O:3][C:4]([CH:6](C(OCC)=O)[C:7]1[C:16]2[C:11](=[CH:12][CH:13]=[CH:14][CH:15]=2)[N:10]=[CH:9][CH:8]=1)=[O:5])[CH3:2].[Na+].[Cl-].O. Product: [CH2:1]([O:3][C:4]([CH2:6][C:7]1[C:16]2[C:11](=[CH:12][CH:13]=[CH:14][CH:15]=2)[N:10]=[CH:9][CH:8]=1)=[O:5])[CH3:2]. The catalyst class is: 16.